From a dataset of Full USPTO retrosynthesis dataset with 1.9M reactions from patents (1976-2016). Predict the reactants needed to synthesize the given product. (1) Given the product [CH3:1][O:2][C:3]1[CH:4]=[C:5]2[C:9](=[CH:10][CH:11]=1)[N:8]([CH2:12][CH2:13][C:14]1[CH:18]=[CH:17][S:16][CH:15]=1)[CH:7]=[C:6]2[CH:19]1[CH2:24][CH2:23][N:22]([CH2:36][CH2:35][O:34][C:29]2[CH:30]=[CH:31][CH:32]=[CH:33][C:28]=2[C:27]([OH:38])=[O:26])[CH2:21][CH2:20]1, predict the reactants needed to synthesize it. The reactants are: [CH3:1][O:2][C:3]1[CH:4]=[C:5]2[C:9](=[CH:10][CH:11]=1)[N:8]([CH2:12][CH2:13][C:14]1[CH:18]=[CH:17][S:16][CH:15]=1)[CH:7]=[C:6]2[CH:19]1[CH2:24][CH2:23][NH:22][CH2:21][CH2:20]1.C[O:26][C:27](=[O:38])[C:28]1[CH:33]=[CH:32][CH:31]=[CH:30][C:29]=1[O:34][CH2:35][CH2:36]Cl. (2) Given the product [CH3:21][N:22]1[C:5]2[C:6]([N+:10]([O-:12])=[O:11])=[CH:7][CH:8]=[CH:9][C:4]=2[C:3](=[O:14])[N:25]([CH3:26])[CH2:24][CH2:23]1, predict the reactants needed to synthesize it. The reactants are: CO[C:3](=[O:14])[C:4]1[CH:9]=[CH:8][CH:7]=[C:6]([N+:10]([O-:12])=[O:11])[C:5]=1Cl.C([O-])([O-])=O.[Na+].[Na+].[CH3:21][NH:22][CH2:23][CH2:24][NH:25][CH3:26]. (3) The reactants are: [CH3:1][C@H:2]1[C:17]2[CH:18]=[CH:19][CH:20]=[C:21]([OH:22])[C:16]=2[C:15]([OH:23])=[C:14]2[C@@H:3]1[C@H:4]([OH:32])[C@@H:5]1[C@:11]([OH:24])([C:12]2=[O:13])[C:10]([OH:25])=[C:9]([C:26]([NH2:28])=[O:27])[C:7](=[O:8])[C@H:6]1[N:29]([CH3:31])[CH3:30].O.O.OC1O[C@H](CO)[C@@H](O[C@@H]2O[C@H](CO)[C@H](O)[C@H](O)[C@H]2O)[C@H](O)[C@H]1O.C(O)[C@H]([C@H]([C@@H]([C@@H](CO)O)O)O)O.[Cl-].[Na+]. Given the product [CH3:1][C@@H:2]1[C@@H:3]2[C:14](=[C:12]([OH:13])[C@:11]3([OH:24])[C:10](=[O:25])[C:9]([C:26]([NH2:28])=[O:27])=[C:7]([OH:8])[C@@H:6]([N:29]([CH3:30])[CH3:31])[C@@H:5]3[C@H:4]2[OH:32])[C:15](=[O:23])[C:16]2[C:21]([OH:22])=[CH:20][CH:19]=[CH:18][C:17]1=2, predict the reactants needed to synthesize it. (4) Given the product [CH2:9]([O:11][C:12]([C:13]1[NH:14][C:3]2[C:2]([CH3:1])=[CH:6][S:5][C:4]=2[CH:7]=1)=[O:17])[CH3:10], predict the reactants needed to synthesize it. The reactants are: [CH3:1][C:2]1[CH:3]=[C:4]([CH:7]=O)[S:5][CH:6]=1.[CH2:9]([O:11][C:12](=[O:17])[CH2:13][N:14]=[N+]=[N-])[CH3:10].[NH4+].[Cl-].